Predict the reactants needed to synthesize the given product. From a dataset of Full USPTO retrosynthesis dataset with 1.9M reactions from patents (1976-2016). (1) The reactants are: [C:1]([O:5][C:6](=[O:28])[CH2:7][C@H:8]([C:18]1[O:22][N:21]=[C:20]([C:23](OCC)=[O:24])[N:19]=1)[CH2:9][CH2:10][CH2:11][CH:12]1[CH2:17][CH2:16][CH2:15][CH2:14][CH2:13]1)([CH3:4])([CH3:3])[CH3:2].[CH3:29][NH2:30]. Given the product [CH:12]1([CH2:11][CH2:10][CH2:9][C@@H:8]([C:18]2[O:22][N:21]=[C:20]([C:23]([NH:30][CH3:29])=[O:24])[N:19]=2)[CH2:7][C:6]([O:5][C:1]([CH3:4])([CH3:3])[CH3:2])=[O:28])[CH2:17][CH2:16][CH2:15][CH2:14][CH2:13]1, predict the reactants needed to synthesize it. (2) Given the product [C:12]([O:16][C:17](=[O:20])[CH2:18][O:9][CH2:8][C:5]1[CH:6]=[CH:7][C:2]([F:1])=[CH:3][CH:4]=1)([CH3:15])([CH3:14])[CH3:13], predict the reactants needed to synthesize it. The reactants are: [F:1][C:2]1[CH:7]=[CH:6][C:5]([CH2:8][OH:9])=[CH:4][CH:3]=1.[OH-].[Na+].[C:12]([O:16][C:17](=[O:20])[CH2:18]Br)([CH3:15])([CH3:14])[CH3:13]. (3) The reactants are: Br[CH2:2][C:3]1[C:4]([C:18]([O:20][CH2:21][CH3:22])=[O:19])=[N:5][O:6][C:7]=1[C:8]1[CH:13]=[CH:12][C:11]([C:14]([F:17])([F:16])[F:15])=[CH:10][CH:9]=1.FC(F)(F)C(O)=[O:26]. Given the product [OH:26][CH2:2][C:3]1[C:4]([C:18]([O:20][CH2:21][CH3:22])=[O:19])=[N:5][O:6][C:7]=1[C:8]1[CH:13]=[CH:12][C:11]([C:14]([F:17])([F:16])[F:15])=[CH:10][CH:9]=1, predict the reactants needed to synthesize it. (4) The reactants are: [O:1]1[CH2:6][CH2:5][C:4]([C:11](OC)=[O:12])([C:7]([O:9][CH3:10])=[O:8])[CH2:3][CH2:2]1.[H-].C1(C)C=CC=CC=1. Given the product [CH:11]([C:4]1([C:7]([O:9][CH3:10])=[O:8])[CH2:5][CH2:6][O:1][CH2:2][CH2:3]1)=[O:12], predict the reactants needed to synthesize it. (5) Given the product [CH3:18][O:19][C:20]([C:22]1[C:26]([NH:27][C:11](=[O:12])[CH2:6][C:4]([O:3][CH2:1][CH3:2])=[O:5])=[CH:25][S:24][CH:23]=1)=[O:21], predict the reactants needed to synthesize it. The reactants are: [CH2:1]([O:3][C:4]([C:6]1[C:11](=[O:12])NC2=CSC=C2C=1Cl)=[O:5])[CH3:2].Cl.[CH3:18][O:19][C:20]([C:22]1[C:26]([NH2:27])=[CH:25][S:24][CH:23]=1)=[O:21].C(C(C(Cl)=O)C(Cl)=O)C. (6) The reactants are: [Cl:1][C:2]1[N:3]=[C:4]([CH2:18][O:19][CH3:20])[NH:5][C:6]=1[C:7]1[CH:8]=[C:9]([CH:14]=[CH:15][C:16]=1[CH3:17])[C:10]([O:12]C)=[O:11].[OH-].[Na+].Cl. Given the product [Cl:1][C:2]1[N:3]=[C:4]([CH2:18][O:19][CH3:20])[NH:5][C:6]=1[C:7]1[CH:8]=[C:9]([CH:14]=[CH:15][C:16]=1[CH3:17])[C:10]([OH:12])=[O:11], predict the reactants needed to synthesize it.